This data is from Peptide-MHC class I binding affinity with 185,985 pairs from IEDB/IMGT. The task is: Regression. Given a peptide amino acid sequence and an MHC pseudo amino acid sequence, predict their binding affinity value. This is MHC class I binding data. (1) The peptide sequence is GNPVFLAL. The MHC is HLA-A02:06 with pseudo-sequence HLA-A02:06. The binding affinity (normalized) is 0.259. (2) The MHC is HLA-B07:02 with pseudo-sequence HLA-B07:02. The peptide sequence is APPPPGTNL. The binding affinity (normalized) is 0.518. (3) The peptide sequence is KEELQGCKI. The MHC is Mamu-A11 with pseudo-sequence Mamu-A11. The binding affinity (normalized) is 0.727. (4) The peptide sequence is VTGCASLYV. The MHC is HLA-B15:17 with pseudo-sequence HLA-B15:17. The binding affinity (normalized) is 0.0847. (5) The peptide sequence is ALVEICTEM. The MHC is HLA-B18:01 with pseudo-sequence HLA-B18:01. The binding affinity (normalized) is 0. (6) The peptide sequence is IVAQGIAAL. The MHC is HLA-A02:03 with pseudo-sequence HLA-A02:03. The binding affinity (normalized) is 0.723.